This data is from Forward reaction prediction with 1.9M reactions from USPTO patents (1976-2016). The task is: Predict the product of the given reaction. (1) Given the reactants Br[C:2]1[CH:7]=[CH:6][CH:5]=[CH:4][C:3]=1[CH:8]([F:10])[F:9].C(=O)([O-])[O-].[K+].[K+].CC1(C)C2C(=C(P(C3C=CC=CC=3)C3C=CC=CC=3)C=CC=2)OC2C(P(C3C=CC=CC=3)C3C=CC=CC=3)=CC=CC1=2.C([S:62][CH2:63][CH:64]1[CH2:69][CH2:68][N:67]([C:70]([O:72][C:73]([CH3:76])([CH3:75])[CH3:74])=[O:71])[CH2:66][CH2:65]1)(=O)C.CO, predict the reaction product. The product is: [F:9][CH:8]([F:10])[C:3]1[CH:4]=[CH:5][CH:6]=[CH:7][C:2]=1[S:62][CH2:63][CH:64]1[CH2:69][CH2:68][N:67]([C:70]([O:72][C:73]([CH3:76])([CH3:75])[CH3:74])=[O:71])[CH2:66][CH2:65]1. (2) Given the reactants I[C:2]1[CH:3]=[C:4]2[C:8](=[CH:9][CH:10]=1)[N:7]([S:11]([C:14]1[CH:19]=[CH:18][C:17]([C:20]3[O:24][CH:23]=[N:22][CH:21]=3)=[CH:16][CH:15]=1)(=[O:13])=[O:12])[CH:6]=[CH:5]2.[C:25]([O:29][C:30]([N:32]1[CH2:35][CH:34](I)[CH2:33]1)=[O:31])([CH3:28])([CH3:27])[CH3:26], predict the reaction product. The product is: [C:25]([O:29][C:30]([N:32]1[CH2:35][CH:34]([C:2]2[CH:3]=[C:4]3[C:8](=[CH:9][CH:10]=2)[N:7]([S:11]([C:14]2[CH:19]=[CH:18][C:17]([C:20]4[O:24][CH:23]=[N:22][CH:21]=4)=[CH:16][CH:15]=2)(=[O:12])=[O:13])[CH:6]=[CH:5]3)[CH2:33]1)=[O:31])([CH3:28])([CH3:26])[CH3:27]. (3) Given the reactants Cl.[NH:2]1[CH2:6][CH2:5][C@H:4]([N:7]2[C:11]3=[C:12]4[S:18][CH:17]=[CH:16][C:13]4=[N:14][CH:15]=[C:10]3[N:9]=[C:8]2[C@H:19]([OH:21])[CH3:20])[CH2:3]1.[N:22]12[CH2:25][CH2:24][CH2:23][N:22]=C1CC[CH2:25][CH2:24][CH2:23]2.C(#N)C=C, predict the reaction product. The product is: [OH:21][C@@H:19]([C:8]1[N:7]([C@H:4]2[CH2:5][CH2:6][N:2]([CH2:25][CH2:24][C:23]#[N:22])[CH2:3]2)[C:11]2=[C:12]3[S:18][CH:17]=[CH:16][C:13]3=[N:14][CH:15]=[C:10]2[N:9]=1)[CH3:20]. (4) Given the reactants [O:1]1[C:5](=[O:6])[CH2:4][CH:3]2[CH:7]=[CH:8][CH2:9][CH:2]12.[CH2:10]=O.[C:12]([O:15][C:16](=[O:18])[CH3:17])(=O)C.S(=O)(=O)(O)O.[OH-].[K+].[C:26](=[O:29])(O)[O-:27].[Na+], predict the reaction product. The product is: [C:26]([O:27][C@@H:8]1[CH2:9][C@@H:2]2[O:1][C:5](=[O:6])[CH2:4][C@@H:3]2[C@H:7]1[CH2:12][O:15][C:16](=[O:18])[CH3:17])(=[O:29])[CH3:10]. (5) Given the reactants [Br:1][C:2]1[CH:3]=[C:4]2[C:13]3([CH2:17][O:16][C:15]([NH2:18])=[N:14]3)[C:10]3([CH2:12][CH2:11]3)[CH2:9][O:8][C:5]2=[CH:6][CH:7]=1.[C:19](O[C:19]([O:21][C:22]([CH3:25])([CH3:24])[CH3:23])=[O:20])([O:21][C:22]([CH3:25])([CH3:24])[CH3:23])=[O:20], predict the reaction product. The product is: [Br:1][C:2]1[CH:3]=[C:4]2[C:13]3([CH2:17][O:16][C:15]([N:18]([C:19]([O:21][C:22]([CH3:25])([CH3:24])[CH3:23])=[O:20])[C:19]([O:21][C:22]([CH3:25])([CH3:24])[CH3:23])=[O:20])=[N:14]3)[C:10]3([CH2:12][CH2:11]3)[CH2:9][O:8][C:5]2=[CH:6][CH:7]=1. (6) Given the reactants [NH2:1][NH:2][C:3]([C:5]1[C:10]([C:11]([F:14])([F:13])[F:12])=[CH:9][CH:8]=[CH:7][N:6]=1)=[NH:4].[C:15]([C:19]1[CH:20]=[CH:21][C:22]([OH:27])=[C:23]([CH:26]=1)[CH:24]=O)([CH3:18])([CH3:17])[CH3:16], predict the reaction product. The product is: [C:15]([C:19]1[CH:20]=[CH:21][C:22]([OH:27])=[C:23]([C:24]2[NH:1][N:2]=[C:3]([C:5]3[C:10]([C:11]([F:12])([F:13])[F:14])=[CH:9][CH:8]=[CH:7][N:6]=3)[N:4]=2)[CH:26]=1)([CH3:18])([CH3:17])[CH3:16]. (7) Given the reactants [NH2:1][C:2]1([C:7]2[CH:12]=[CH:11][CH:10]=[C:9]([N+:13]([O-:15])=[O:14])[CH:8]=2)[CH2:4][CH:3]1[CH2:5][OH:6].C(N(C(C)C)CC)(C)C.Cl[C:26]([O:28][CH3:29])=[O:27], predict the reaction product. The product is: [OH:6][CH2:5][CH:3]1[CH2:4][C:2]1([NH:1][C:26](=[O:27])[O:28][CH3:29])[C:7]1[CH:12]=[CH:11][CH:10]=[C:9]([N+:13]([O-:15])=[O:14])[CH:8]=1. (8) Given the reactants [O:1]([C:3]1[CH:4]=[C:5]([CH:7]=[C:8]([O:10][CH3:11])[CH:9]=1)[NH2:6])[CH3:2].[C:12]1([CH3:22])[CH:17]=[CH:16][C:15]([S:18](Cl)(=[O:20])=[O:19])=[CH:14][CH:13]=1.ClCCl, predict the reaction product. The product is: [CH3:2][O:1][C:3]1[CH:4]=[C:5]([NH:6][S:18]([C:15]2[CH:16]=[CH:17][C:12]([CH3:22])=[CH:13][CH:14]=2)(=[O:20])=[O:19])[CH:7]=[C:8]([O:10][CH3:11])[CH:9]=1. (9) Given the reactants C([O:5][C:6]([N:8]1[CH2:13][CH2:12][CH:11]([C:14]2[C:23]3[C:18](=[CH:19][C:20]([O:24][CH2:25][CH2:26]O)=[CH:21][CH:22]=3)[N:17]=[CH:16][N:15]=2)[CH2:10][CH2:9]1)=O)(C)(C)C.CCN(CC)CC.CS(Cl)(=O)=O.[CH3:40][N:41]1[CH2:46][CH2:45][NH:44][CH2:43][C:42]1=[O:47].Cl.[N+](C1C=CC(OC(=O)[NH:60][C:61]2[CH:66]=[CH:65][C:64]([N:67]3[CH2:71][CH2:70][CH2:69][CH2:68]3)=[CH:63][CH:62]=2)=CC=1)([O-])=O, predict the reaction product. The product is: [N:67]1([C:64]2[CH:65]=[CH:66][C:61]([NH:60][C:6]([N:8]3[CH2:13][CH2:12][CH:11]([C:14]4[C:23]5[C:18](=[CH:19][C:20]([O:24][CH2:25][CH2:26][N:44]6[CH2:45][CH2:46][N:41]([CH3:40])[C:42](=[O:47])[CH2:43]6)=[CH:21][CH:22]=5)[N:17]=[CH:16][N:15]=4)[CH2:10][CH2:9]3)=[O:5])=[CH:62][CH:63]=2)[CH2:68][CH2:69][CH2:70][CH2:71]1. (10) Given the reactants [CH3:1][C:2]1[CH:3]=[C:4]2[C:8](=[CH:9][CH:10]=1)[NH:7][C:6]([C:11]([OH:13])=O)=[CH:5]2.[CH3:14][O:15][C:16](=[O:23])[C@@H:17]([CH2:19][CH:20]([CH3:22])[CH3:21])[NH2:18], predict the reaction product. The product is: [CH3:21][CH:20]([CH3:22])[CH2:19][C@@H:17]([NH:18][C:11]([C:6]1[NH:7][C:8]2[C:4]([CH:5]=1)=[CH:3][C:2]([CH3:1])=[CH:10][CH:9]=2)=[O:13])[C:16]([O:15][CH3:14])=[O:23].